This data is from Forward reaction prediction with 1.9M reactions from USPTO patents (1976-2016). The task is: Predict the product of the given reaction. (1) Given the reactants [CH3:1][CH2:2][CH2:3][CH2:4][CH2:5][CH2:6][CH2:7][CH2:8][CH2:9][CH2:10][CH2:11][CH2:12][O:13][C:14]([CH:16]([N:18]([CH3:20])[CH3:19])[CH3:17])=[O:15].[C:21]1([S:35]([OH:38])(=[O:37])=[O:36])[C:30]2[CH:29]=[CH:28][CH:27]=[C:26]([S:31]([OH:34])(=[O:33])=[O:32])[C:25]=2[CH:24]=[CH:23][CH:22]=1, predict the reaction product. The product is: [C:21]1([S:35]([OH:38])(=[O:37])=[O:36])[C:30]2[CH:29]=[CH:28][CH:27]=[C:26]([S:31]([OH:34])(=[O:33])=[O:32])[C:25]=2[CH:24]=[CH:23][CH:22]=1.[CH3:19][N:18]([CH3:20])[CH:16]([CH3:17])[C:14]([O:13][CH2:12][CH2:11][CH2:10][CH2:9][CH2:8][CH2:7][CH2:6][CH2:5][CH2:4][CH2:3][CH2:2][CH3:1])=[O:15]. (2) Given the reactants [NH2:1][C@H:2]([CH3:30])[CH2:3][O:4][C:5]1[CH:14]=[CH:13][CH:12]=[C:11]2[C:6]=1[C:7]([NH:15][C:16]1[CH:21]=[CH:20][C:19]([O:22][CH2:23][C:24]3[N:25]=[CH:26][S:27][CH:28]=3)=[C:18]([Cl:29])[CH:17]=1)=[N:8][CH:9]=[N:10]2.[OH:31][C@@H:32]1[CH2:37][CH2:36][O:35][C:33]1=[O:34], predict the reaction product. The product is: [Cl:29][C:18]1[CH:17]=[C:16]([NH:15][C:7]2[C:6]3[C:11](=[CH:12][CH:13]=[CH:14][C:5]=3[O:4][CH2:3][C@H:2]([NH:1][C:33](=[O:34])[C@H:32]([OH:31])[CH2:37][CH2:36][OH:35])[CH3:30])[N:10]=[CH:9][N:8]=2)[CH:21]=[CH:20][C:19]=1[O:22][CH2:23][C:24]1[N:25]=[CH:26][S:27][CH:28]=1. (3) The product is: [Cl:1][C:2]1[C:3]([C:16]([OH:18])=[O:17])=[N:4][C:5]([CH2:8][NH:9][C:10](=[O:15])[C:11]([CH3:14])([CH3:13])[CH3:12])=[CH:6][CH:7]=1. Given the reactants [Cl:1][C:2]1[C:3]([C:16]([O:18]CC)=[O:17])=[N:4][C:5]([CH2:8][NH:9][C:10](=[O:15])[C:11]([CH3:14])([CH3:13])[CH3:12])=[CH:6][CH:7]=1.[OH-].[Na+], predict the reaction product.